From a dataset of Catalyst prediction with 721,799 reactions and 888 catalyst types from USPTO. Predict which catalyst facilitates the given reaction. (1) Reactant: [F:1][C:2]1[CH:7]=[CH:6][C:5]([N:8]2[C:16]3[C:11](=[CH:12][C:13]([O:17]C)=[CH:14][CH:15]=3)[CH:10]=[N:9]2)=[CH:4][CH:3]=1. Product: [F:1][C:2]1[CH:3]=[CH:4][C:5]([N:8]2[C:16]3[C:11](=[CH:12][C:13]([OH:17])=[CH:14][CH:15]=3)[CH:10]=[N:9]2)=[CH:6][CH:7]=1. The catalyst class is: 2. (2) Reactant: [CH:1]([OH:3])=O.CN(C(ON1N=NC2C=CC=CC1=2)=[N+](C)C)C.[B-](F)(F)(F)F.C(N(CC)CC)C.Cl.[NH2:34][CH2:35][C:36]1[CH:37]=[C:38]([CH2:42][N:43]2[C:51]3[C:46](=[C:47]([O:52][CH3:53])[CH:48]=[CH:49][CH:50]=3)[C:45]([NH:54][S:55]([C:58]3[S:59][C:60]([Cl:63])=[CH:61][CH:62]=3)(=[O:57])=[O:56])=[N:44]2)[CH:39]=[CH:40][CH:41]=1. Product: [Cl:63][C:60]1[S:59][C:58]([S:55]([NH:54][C:45]2[C:46]3[C:51](=[CH:50][CH:49]=[CH:48][C:47]=3[O:52][CH3:53])[N:43]([CH2:42][C:38]3[CH:39]=[CH:40][CH:41]=[C:36]([CH2:35][NH:34][CH:1]=[O:3])[CH:37]=3)[N:44]=2)(=[O:56])=[O:57])=[CH:62][CH:61]=1. The catalyst class is: 3. (3) Reactant: [C:1]([C:3]1[CH:4]=[CH:5][C:6]([F:35])=[C:7]2[C:11]=1[N:10]([S:12]([C:15]1[CH:21]=[CH:20][C:18]([CH3:19])=[CH:17][CH:16]=1)(=[O:14])=[O:13])[C:9]([C:22]1[CH2:27][CH2:26][N:25](C(OC(C)(C)C)=O)[CH2:24][CH:23]=1)=[CH:8]2)#[N:2].[CH3:36][S:37](Cl)(=[O:39])=[O:38].O. Product: [F:35][C:6]1[CH:5]=[CH:4][C:3]([C:1]#[N:2])=[C:11]2[C:7]=1[CH:8]=[C:9]([C:22]1[CH2:27][CH2:26][N:25]([S:37]([CH3:36])(=[O:39])=[O:38])[CH2:24][CH:23]=1)[N:10]2[S:12]([C:15]1[CH:21]=[CH:20][C:18]([CH3:19])=[CH:17][CH:16]=1)(=[O:14])=[O:13]. The catalyst class is: 2. (4) Reactant: [H-].[Na+].[C:3]1([C:9](=[N:16][CH2:17][C:18]#[N:19])[C:10]2[CH:15]=[CH:14][CH:13]=[CH:12][CH:11]=2)[CH:8]=[CH:7][CH:6]=[CH:5][CH:4]=1.Br[CH2:21][C:22]1[CH:29]=[CH:28][C:25]([C:26]#[N:27])=[CH:24][C:23]=1[F:30]. Product: [C:18]([CH:17]([N:16]=[C:9]([C:10]1[CH:11]=[CH:12][CH:13]=[CH:14][CH:15]=1)[C:3]1[CH:4]=[CH:5][CH:6]=[CH:7][CH:8]=1)[CH2:21][C:22]1[CH:29]=[CH:28][C:25]([C:26]#[N:27])=[CH:24][C:23]=1[F:30])#[N:19]. The catalyst class is: 9. (5) Reactant: Br[CH:2]([CH:8]=O)[CH2:3][C:4]([O:6][CH3:7])=[O:5].[NH2:10][C:11]([NH2:13])=[O:12]. Product: [NH2:13][C:11]1[O:12][C:2]([CH2:3][C:4]([O:6][CH3:7])=[O:5])=[CH:8][N:10]=1. The catalyst class is: 3. (6) Reactant: [C:1]([NH:5][C:6](=O)[C:7]1[CH:12]=[CH:11][CH:10]=[C:9]([O:13][C:14]2[CH:19]=[CH:18][C:17]([NH:20][C:21]3[C:31]4[CH:30]=[C:29]([CH:32]=O)[CH2:28][CH2:27][NH:26][C:25]=4[N:24]=[CH:23][N:22]=3)=[CH:16][C:15]=2[Cl:34])[CH:8]=1)([CH3:4])([CH3:3])[CH3:2].[C:36]([CH:41]=P(C1C=CC=CC=1)(C1C=CC=CC=1)C1C=CC=CC=1)([O:38][CH2:39][CH3:40])=[O:37].[OH2:61]. Product: [C:1]([NH:5][C:6]([C:7]1[CH:8]=[C:9]([CH:10]=[CH:11][CH:12]=1)[O:13][C:14]1[CH:19]=[CH:18][C:17]([NH:20][C:21]2[C:31]3[CH:30]=[C:29](/[CH:32]=[CH:41]/[C:36]([O:38][CH2:39][CH3:40])=[O:37])[CH2:28][CH2:27][NH:26][C:25]=3[N:24]=[CH:23][N:22]=2)=[CH:16][C:15]=1[Cl:34])=[O:61])([CH3:2])([CH3:3])[CH3:4]. The catalyst class is: 11. (7) Reactant: [CH2:1]([O:3][C:4](=[O:14])[CH2:5][C:6]1[CH:11]=[CH:10][C:9]([OH:12])=[C:8]([NH2:13])[CH:7]=1)[CH3:2].[CH3:15][O:16][C:17]1[CH:22]=[CH:21][C:20]([S:23](Cl)(=[O:25])=[O:24])=[CH:19][CH:18]=1.C(N(CC)CC)C. Product: [OH:12][C:9]1[CH:10]=[CH:11][C:6]([CH2:5][C:4]([O:3][CH2:1][CH3:2])=[O:14])=[CH:7][C:8]=1[NH:13][S:23]([C:20]1[CH:19]=[CH:18][C:17]([O:16][CH3:15])=[CH:22][CH:21]=1)(=[O:25])=[O:24]. The catalyst class is: 22. (8) Reactant: [CH2:1]([C:3]1[CH2:4][CH:5]2[CH:8]([CH:9]=1)[C:7]([CH2:14][C:15]([O:17]C(C)(C)C)=[O:16])([CH2:10][N+:11]([O-])=O)[CH2:6]2)[CH3:2].[Cl-].[NH4+]. Product: [NH2:11][CH2:10][C:7]1([CH2:14][C:15]([OH:17])=[O:16])[CH2:6][CH:5]2[CH:8]1[CH:9]=[C:3]([CH2:1][CH3:2])[CH2:4]2. The catalyst class is: 190.